This data is from NCI-60 drug combinations with 297,098 pairs across 59 cell lines. The task is: Regression. Given two drug SMILES strings and cell line genomic features, predict the synergy score measuring deviation from expected non-interaction effect. (1) Drug 1: C1=CC(=C2C(=C1NCCNCCO)C(=O)C3=C(C=CC(=C3C2=O)O)O)NCCNCCO. Drug 2: CS(=O)(=O)CCNCC1=CC=C(O1)C2=CC3=C(C=C2)N=CN=C3NC4=CC(=C(C=C4)OCC5=CC(=CC=C5)F)Cl. Cell line: 786-0. Synergy scores: CSS=51.8, Synergy_ZIP=4.35, Synergy_Bliss=5.34, Synergy_Loewe=-21.4, Synergy_HSA=5.26. (2) Synergy scores: CSS=56.1, Synergy_ZIP=3.04, Synergy_Bliss=0.674, Synergy_Loewe=-0.571, Synergy_HSA=4.73. Cell line: SNB-19. Drug 2: C1=CC(=C2C(=C1NCCNCCO)C(=O)C3=C(C=CC(=C3C2=O)O)O)NCCNCCO. Drug 1: CC12CCC3C(C1CCC2=O)CC(=C)C4=CC(=O)C=CC34C.